Dataset: Full USPTO retrosynthesis dataset with 1.9M reactions from patents (1976-2016). Task: Predict the reactants needed to synthesize the given product. (1) Given the product [CH3:33][N:30]1[CH2:29][CH2:28][CH:27]([CH2:26][NH:25][C:23]([C:20]2[CH:21]=[C:22]3[C:17](=[CH:18][C:19]=2[O:40][CH3:41])[N:16]=[CH:15][CH:14]=[C:13]3[O:12][C:11]2[CH:42]=[CH:43][C:44]([NH:45][C:46]([NH:48][CH:49]3[CH2:51][CH2:50]3)=[O:47])=[C:9]([Cl:8])[CH:10]=2)=[O:24])[CH2:32][CH2:31]1, predict the reactants needed to synthesize it. The reactants are: FC(F)(F)C(O)=O.[Cl:8][C:9]1[CH:10]=[C:11]([CH:42]=[CH:43][C:44]=1[NH:45][C:46]([NH:48][CH:49]1[CH2:51][CH2:50]1)=[O:47])[O:12][C:13]1[C:22]2[C:17](=[CH:18][C:19]([O:40][CH3:41])=[C:20]([C:23]([NH:25][CH2:26][CH:27]3[CH2:32][CH2:31][N:30]([C:33](OC(C)(C)C)=O)[CH2:29][CH2:28]3)=[O:24])[CH:21]=2)[N:16]=[CH:15][CH:14]=1.C(=O)(O)[O-].[Na+].C=O.C([BH3-])#N.[Na+]. (2) Given the product [Cl:12][C:4]1[N:3]=[C:2]([CH3:1])[CH:7]=[C:6]([CH3:8])[N:5]=1, predict the reactants needed to synthesize it. The reactants are: [CH3:1][C:2]1[CH:7]=[C:6]([CH3:8])[N:5]=[C:4](O)[N:3]=1.O=P(Cl)(Cl)[Cl:12].